Token-level Classification. Given an antigen amino acid sequence, predict which amino acid positions are active epitope sites capable of antibody binding. Output is a list of indices for active positions. From a dataset of B-cell epitopes from PDB crystal structures with 447 antigens. (1) Given the antigen sequence: AVITDWRPEDPAFWQQRGQRIASRNLWISVPCLLLAFCVWMLFSAVAVNLPKVGFNFTTDQLFMLTALPSVSGALLRVPYSFMVPIFGGRRWTAFSTGILIIPCVWLGFAVQDTSTPYSVFIIISLLCGFAGANFASSMANISFFFPKQKQGGALGLNGGLGNMGVSVMQLVAPLVVSLYLANASWIWVPFLAIFTIAAWFGMNDLALWIMSLLYLATFGSFIGFSAGFAMLSKTQFPDVQILQYAFFGPFIGALARSAGGALSDRLGGTRVTLVNFILMAIFSGLLFLTLFMAFFAVFLALFLTAGLGSGSTFQMISVIFRKLTMDRVKAEGGSDERAMREAATDTAAALGFISAIGAIGGFFIPKAFGSSLALTGSPVGAMKVFLIFYIACVVITWAVYG, which amino acid positions are active epitope sites? The epitope positions are: [2, 3, 4, 6, 9, 11, 12, 14, 15, 16, 19]. The amino acids at these positions are: ITDRDAFQQRR. (2) The epitope positions are: [8, 12, 14, 18, 26, 28, 31, 34, 36, 37, 50, 52, 56, 58, 60, 61, 75, 77, 79, 80... (47 total positions)]. The amino acids at these positions are: HDRKLPQKIENPRYSINSVTHERNKEKFFT.... Given the antigen sequence: CSSPPCECHQEEDFRVTCKDIQRIPSLPPSTQTLKLIETHLRTIPSHAFSNLPNISRIYVSIDVTLQQLESHSFYNLSKVTHIEIRNTRNLTYIDPDALKELPLLKFLGIFNTGLKMFPDLTKVYSTDIFFILEITDNPYMTSIPVNAFQGLCNETLTLKLYNNGFTSVQGYAFNGTKLDAVYLNKNKYLTVIDKDAFGGVYSGPSLLDVSQTSVTALPSKGLEHLKELIARNT, which amino acid positions are active epitope sites?